Dataset: Forward reaction prediction with 1.9M reactions from USPTO patents (1976-2016). Task: Predict the product of the given reaction. Given the reactants C[C:2]1[CH:11]=[CH:10][C:9]2[C:4](=[CH:5][CH:6]=[CH:7][N:8]=2)[N:3]=1.C1C(=O)N(Cl)C(=O)C1.C(OOC(=O)C1C=CC=CC=1)(=O)C1C=CC=CC=1.CCOC(C)=O.[C:44]([Cl:48])(Cl)(Cl)[Cl:45], predict the reaction product. The product is: [Cl:45][CH:44]([Cl:48])[C:2]1[CH:11]=[CH:10][C:9]2[C:4](=[CH:5][CH:6]=[CH:7][N:8]=2)[N:3]=1.